Dataset: Forward reaction prediction with 1.9M reactions from USPTO patents (1976-2016). Task: Predict the product of the given reaction. Given the reactants [CH2:1]([O:8][C:9]([N:11]1[CH2:15][CH2:14][C:13]([F:19])([CH:16]([OH:18])[CH3:17])[CH2:12]1)=[O:10])[C:2]1[CH:7]=[CH:6][CH:5]=[CH:4][CH:3]=1.C(N(CC)CC)C.[CH3:27][S:28](Cl)(=[O:30])=[O:29], predict the reaction product. The product is: [CH2:1]([O:8][C:9]([N:11]1[CH2:15][CH2:14][C:13]([F:19])([CH:16]([O:18][S:28]([CH3:27])(=[O:30])=[O:29])[CH3:17])[CH2:12]1)=[O:10])[C:2]1[CH:3]=[CH:4][CH:5]=[CH:6][CH:7]=1.